From a dataset of Catalyst prediction with 721,799 reactions and 888 catalyst types from USPTO. Predict which catalyst facilitates the given reaction. (1) Reactant: C([O:8][C:9]1[CH:10]=[C:11]2[C:15](=[CH:16][CH:17]=1)[NH:14][CH:13]=[CH:12]2)C1C=CC=CC=1.[H-].[Na+].[CH:20]([Si:23](Cl)([CH:27]([CH3:29])[CH3:28])[CH:24]([CH3:26])[CH3:25])([CH3:22])[CH3:21]. Product: [CH:20]([Si:23]([CH:27]([CH3:29])[CH3:28])([CH:24]([CH3:26])[CH3:25])[N:14]1[C:15]2[C:11](=[CH:10][C:9]([OH:8])=[CH:17][CH:16]=2)[CH:12]=[CH:13]1)([CH3:22])[CH3:21]. The catalyst class is: 7. (2) Reactant: C([N:3](CC)CC)C.[Cl:8][CH2:9][C:10](Cl)=[O:11].[Cl:13][C:14]1[CH:39]=[CH:38][C:17]2[N:18]3[C:22]([CH2:23][NH:24][CH2:25][C:16]=2[CH:15]=1)=[N:21][N:20]=[C:19]3[CH:26]1[CH2:31][CH2:30][N:29]([C:32]2[CH:37]=[CH:36][CH:35]=[CH:34][N:33]=2)[CH2:28][CH2:27]1. Product: [NH3:3].[Cl:8][CH2:9][C:10]([N:24]1[CH2:23][C:22]2[N:18]([C:19]([CH:26]3[CH2:31][CH2:30][N:29]([C:32]4[CH:37]=[CH:36][CH:35]=[CH:34][N:33]=4)[CH2:28][CH2:27]3)=[N:20][N:21]=2)[C:17]2[CH:38]=[CH:39][C:14]([Cl:13])=[CH:15][C:16]=2[CH2:25]1)=[O:11]. The catalyst class is: 4.